Task: Predict the reactants needed to synthesize the given product.. Dataset: Full USPTO retrosynthesis dataset with 1.9M reactions from patents (1976-2016) Given the product [C:1]([C:3]1[N:4]=[CH:5][N:6]2[C:15]=1[C@@H:14]([CH2:16][CH3:17])[N:13]([CH:18]([CH3:19])[CH3:20])[C:12]1[N:11]=[C:10]([NH:21][C:22]3[CH:30]=[CH:29][C:25]([C:26]([NH:50][CH:47]4[CH2:46][CH2:45][N:44]([CH:41]5[CH2:42][CH2:43][N:38]([CH2:37][CH:34]6[CH2:35][CH2:36]6)[CH2:39][CH2:40]5)[CH2:49][CH2:48]4)=[O:28])=[CH:24][C:23]=3[O:31][CH3:32])[N:9]=[CH:8][C:7]2=1)#[N:2], predict the reactants needed to synthesize it. The reactants are: [C:1]([C:3]1[N:4]=[CH:5][N:6]2[C:15]=1[C@@H:14]([CH2:16][CH3:17])[N:13]([CH:18]([CH3:20])[CH3:19])[C:12]1[N:11]=[C:10]([NH:21][C:22]3[CH:30]=[CH:29][C:25]([C:26]([OH:28])=O)=[CH:24][C:23]=3[O:31][CH3:32])[N:9]=[CH:8][C:7]2=1)#[N:2].Cl.[CH:34]1([CH2:37][N:38]2[CH2:43][CH2:42][CH:41]([N:44]3[CH2:49][CH2:48][CH:47]([NH2:50])[CH2:46][CH2:45]3)[CH2:40][CH2:39]2)[CH2:36][CH2:35]1.